This data is from Full USPTO retrosynthesis dataset with 1.9M reactions from patents (1976-2016). The task is: Predict the reactants needed to synthesize the given product. (1) Given the product [CH3:13][O:14][C:15]1[CH:23]=[C:22]2[C:18]([CH2:19][CH2:20][CH:21]2[NH:24][C:6]2[CH:5]=[CH:4][C:3]3[C:2]([NH:25][CH2:26][C:27]4[CH:28]=[N:29][CH:30]=[CH:31][CH:32]=4)=[CH:11][CH:10]=[CH:9][C:8]=3[N:7]=2)=[CH:17][CH:16]=1, predict the reactants needed to synthesize it. The reactants are: I[C:2]1[CH:11]=[CH:10][CH:9]=[C:8]2[C:3]=1[CH:4]=[CH:5][C:6](Cl)=[N:7]2.[CH3:13][O:14][C:15]1[CH:23]=[C:22]2[C:18]([CH2:19][CH2:20][CH:21]2[NH2:24])=[CH:17][CH:16]=1.[NH2:25][CH2:26][C:27]1[CH:28]=[N:29][CH:30]=[CH:31][CH:32]=1. (2) Given the product [Br:18][C:19]1[CH:24]=[CH:23][C:22]([NH:25][C:26]2[S:27][C:2]3[CH2:16][CH2:15][C:5]4[N:6]=[C:7]([NH:9][C:10]([NH:12][CH2:13][CH3:14])=[O:11])[S:8][C:4]=4[C:3]=3[N:28]=2)=[CH:21][CH:20]=1, predict the reactants needed to synthesize it. The reactants are: Br[CH:2]1[CH2:16][CH2:15][C:5]2[N:6]=[C:7]([NH:9][C:10]([NH:12][CH2:13][CH3:14])=[O:11])[S:8][C:4]=2[C:3]1=O.[Br:18][C:19]1[CH:24]=[CH:23][C:22]([NH:25][C:26]([NH2:28])=[S:27])=[CH:21][CH:20]=1.